From a dataset of Peptide-MHC class I binding affinity with 185,985 pairs from IEDB/IMGT. Regression. Given a peptide amino acid sequence and an MHC pseudo amino acid sequence, predict their binding affinity value. This is MHC class I binding data. (1) The MHC is HLA-B58:01 with pseudo-sequence HLA-B58:01. The binding affinity (normalized) is 0.0847. The peptide sequence is ILQEMSETY. (2) The binding affinity (normalized) is 0.153. The peptide sequence is STMPGGYTY. The MHC is BoLA-T2a with pseudo-sequence BoLA-T2a.